The task is: Predict the reactants needed to synthesize the given product.. This data is from Full USPTO retrosynthesis dataset with 1.9M reactions from patents (1976-2016). (1) Given the product [CH3:36][C:35]1[C:30]([N:20]2[CH2:21][CH2:22][CH:17]([CH:14]3[CH2:15][CH2:16][N:11]([C:8]4[CH:9]=[CH:10][C:5]([S:2]([CH3:1])(=[O:3])=[O:4])=[CH:6][CH:7]=4)[CH2:12][CH2:13]3)[CH2:18][CH2:19]2)=[N:31][CH:32]=[CH:33][N:34]=1, predict the reactants needed to synthesize it. The reactants are: [CH3:1][S:2]([C:5]1[CH:10]=[CH:9][C:8]([N:11]2[CH2:16][CH2:15][CH:14]([CH:17]3[CH2:22][CH2:21][NH:20][CH2:19][CH2:18]3)[CH2:13][CH2:12]2)=[CH:7][CH:6]=1)(=[O:4])=[O:3].C(=O)([O-])[O-].[Cs+].[Cs+].Cl[C:30]1[C:35]([CH3:36])=[N:34][CH:33]=[CH:32][N:31]=1. (2) Given the product [O:34]([C:31]1[CH:30]=[CH:29][C:28]([NH:25][C:26]([N:21]2[CH2:20][CH:19]3[CH:23]([CH2:24][N:17]([CH2:10][C:11]4[CH:16]=[CH:15][CH:14]=[CH:13][CH:12]=4)[CH2:18]3)[CH2:22]2)=[O:27])=[CH:33][CH:32]=1)[C:35]1[CH:36]=[CH:37][CH:38]=[CH:39][CH:40]=1, predict the reactants needed to synthesize it. The reactants are: C(N(CC)CC)C.Cl.Cl.[CH2:10]([N:17]1[CH2:24][CH:23]2[CH:19]([CH2:20][NH:21][CH2:22]2)[CH2:18]1)[C:11]1[CH:16]=[CH:15][CH:14]=[CH:13][CH:12]=1.[N:25]([C:28]1[CH:33]=[CH:32][C:31]([O:34][C:35]2[CH:40]=[CH:39][CH:38]=[CH:37][CH:36]=2)=[CH:30][CH:29]=1)=[C:26]=[O:27]. (3) Given the product [F:1][C:2]1[C:7]([N:8]2[C:12]([S:13]([C:16]3[CH:21]=[CH:20][CH:19]=[C:18]([O:22][CH3:23])[CH:17]=3)(=[O:14])=[O:15])=[CH:11][C:10]([CH2:24][OH:25])=[N:9]2)=[CH:6][CH:5]=[CH:4][N:3]=1, predict the reactants needed to synthesize it. The reactants are: [F:1][C:2]1[C:7]([N:8]2[C:12]([S:13]([C:16]3[CH:21]=[CH:20][CH:19]=[C:18]([O:22][CH3:23])[CH:17]=3)(=[O:15])=[O:14])=[CH:11][C:10]([C:24](OCC)=[O:25])=[N:9]2)=[CH:6][CH:5]=[CH:4][N:3]=1.[H-].C([Al+]CC(C)C)C(C)C.C1(C)C=CC=CC=1.O.O.O.O.O.O.O.O.O.O.[O-]S([O-])(=O)=O.[Na+].[Na+]. (4) Given the product [CH:2]1([CH2:5][O:6][C:7]2[CH:15]=[CH:14][C:10]3[O:11][CH2:12][O:13][C:9]=3[C:8]=2[C:16]2[C:17]3[NH:24][C:23]([CH3:25])=[C:22]([C:26]([NH:28][C@@H:29]4[CH2:33][CH2:32][N:31]([C:38](=[O:37])[CH2:39][OH:40])[CH2:30]4)=[O:27])[C:18]=3[N:19]=[CH:20][N:21]=2)[CH2:4][CH2:3]1, predict the reactants needed to synthesize it. The reactants are: Cl.[CH:2]1([CH2:5][O:6][C:7]2[CH:15]=[CH:14][C:10]3[O:11][CH2:12][O:13][C:9]=3[C:8]=2[C:16]2[C:17]3[NH:24][C:23]([CH3:25])=[C:22]([C:26]([NH:28][C@@H:29]4[CH2:33][CH2:32][NH:31][CH2:30]4)=[O:27])[C:18]=3[N:19]=[CH:20][N:21]=2)[CH2:4][CH2:3]1.C([O:37][CH2:38][C:39](Cl)=[O:40])(=O)C. (5) The reactants are: [Cl:1][C:2]1[CH:7]=[C:6](I)[C:5]([C:9]([F:12])([F:11])[F:10])=[CH:4][N:3]=1.[NH2:13][C:14]1[CH:15]=[N:16][CH:17]=[CH:18][CH:19]=1.CC1(C)C2C(=C(P(C3C=CC=CC=3)C3C=CC=CC=3)C=CC=2)OC2C(P(C3C=CC=CC=3)C3C=CC=CC=3)=CC=CC1=2.C(=O)([O-])[O-].[Cs+].[Cs+]. Given the product [Cl:1][C:2]1[CH:7]=[C:6]([NH:13][C:14]2[CH:15]=[N:16][CH:17]=[CH:18][CH:19]=2)[C:5]([C:9]([F:12])([F:11])[F:10])=[CH:4][N:3]=1, predict the reactants needed to synthesize it. (6) Given the product [CH3:15][O:14][C:9]1[CH:10]=[CH:11][CH:12]=[C:13]2[C:8]=1[CH2:7][CH2:6][NH:5][C:4]2=[O:3], predict the reactants needed to synthesize it. The reactants are: C([O:3][C:4](=O)[NH:5][CH2:6][CH2:7][C:8]1[CH:13]=[CH:12][CH:11]=[CH:10][C:9]=1[O:14][CH3:15])C.O=P12OP3(OP(OP(O3)(O1)=O)(=O)O2)=O. (7) Given the product [Br:1][C:2]1[CH:7]=[C:6]([F:8])[CH:5]=[CH:4][C:3]=1[CH2:9][C:10]([N:14]([CH3:13])[C@H:15]1[CH2:34][N:19]2[C:20]3[C:25]([C:26]([CH2:27][C:28]([OH:30])=[O:29])=[C:18]2[CH2:17][CH2:16]1)=[CH:24][CH:23]=[CH:22][CH:21]=3)=[O:12], predict the reactants needed to synthesize it. The reactants are: [Br:1][C:2]1[CH:7]=[C:6]([F:8])[CH:5]=[CH:4][C:3]=1[CH2:9][C:10]([OH:12])=O.[CH3:13][NH:14][C@H:15]1[CH2:34][N:19]2[C:20]3[C:25]([C:26]([CH2:27][C:28]([O:30]CCC)=[O:29])=[C:18]2[CH2:17][CH2:16]1)=[CH:24][CH:23]=[CH:22][CH:21]=3. (8) Given the product [CH3:21][S:22]([O:11][CH2:10][C:9]1[CH:12]=[C:5]([O:4][CH2:1][CH:2]=[CH2:3])[CH:6]=[CH:7][C:8]=1[Br:13])(=[O:24])=[O:23], predict the reactants needed to synthesize it. The reactants are: [CH2:1]([O:4][C:5]1[CH:6]=[CH:7][C:8]([Br:13])=[C:9]([CH:12]=1)[CH2:10][OH:11])[CH:2]=[CH2:3].C(N(CC)CC)C.[CH3:21][S:22](O[S:22]([CH3:21])(=[O:24])=[O:23])(=[O:24])=[O:23].C(=O)(O)[O-].[Na+]. (9) The reactants are: [N+:1]([C:4]1[CH:15]=[CH:14][C:7]2[NH:8][C:9](=O)[CH2:10][CH2:11][CH2:12][C:6]=2[CH:5]=1)([O-:3])=[O:2].B.C1COCC1. Given the product [N+:1]([C:4]1[CH:15]=[CH:14][C:7]2[NH:8][CH2:9][CH2:10][CH2:11][CH2:12][C:6]=2[CH:5]=1)([O-:3])=[O:2], predict the reactants needed to synthesize it.